The task is: Predict the product of the given reaction.. This data is from Forward reaction prediction with 1.9M reactions from USPTO patents (1976-2016). (1) Given the reactants [CH2:1]([O:3][C:4](=[O:29])[CH2:5][O:6][CH:7]1[CH2:11][CH2:10][N:9]([CH2:12][CH:13]([N:20]([C:22]([O:24]C(C)(C)C)=O)[CH3:21])[C:14]2[CH:19]=[CH:18][CH:17]=[CH:16][CH:15]=2)[CH2:8]1)[CH3:2].[Cl:30][C:31]1[CH:32]=[C:33]([CH2:38]C(O)=O)[CH:34]=[CH:35][C:36]=1[Cl:37].C(N(C(C)C)CC)(C)C.CN(C(ON1N=NC2C=CC=NC1=2)=[N+](C)C)C.F[P-](F)(F)(F)(F)F, predict the reaction product. The product is: [CH2:1]([O:3][C:4](=[O:29])[CH2:5][O:6][CH:7]1[CH2:11][CH2:10][N:9]([CH2:12][CH:13]([N:20]([C:22](=[O:24])[CH2:38][C:33]2[CH:34]=[CH:35][C:36]([Cl:37])=[C:31]([Cl:30])[CH:32]=2)[CH3:21])[C:14]2[CH:15]=[CH:16][CH:17]=[CH:18][CH:19]=2)[CH2:8]1)[CH3:2]. (2) Given the reactants [NH2:1][C@@:2]1([CH2:9][C:10]#[C:11][C:12]2[N:17]=[C:16]([C:18]3[CH:23]=[CH:22][C:21]([C:24]([F:27])([F:26])[F:25])=[CH:20][CH:19]=3)[CH:15]=[CH:14][N:13]=2)[CH2:6][CH2:5][N:4]([CH3:7])[C:3]1=[O:8], predict the reaction product. The product is: [CH3:7][N:4]1[CH2:5][CH2:6][C@:2]2([N:1]=[C:11]([C:12]3[N:17]=[C:16]([C:18]4[CH:23]=[CH:22][C:21]([C:24]([F:27])([F:26])[F:25])=[CH:20][CH:19]=4)[CH:15]=[CH:14][N:13]=3)[CH2:10][CH2:9]2)[C:3]1=[O:8]. (3) Given the reactants [H-].[Na+].[CH2:3]([O:5][C:6]1[CH:7]=[C:8]([C:12]([OH:15])([CH3:14])[CH3:13])[CH:9]=[CH:10][CH:11]=1)[CH3:4].I[CH3:17], predict the reaction product. The product is: [CH2:3]([O:5][C:6]1[CH:11]=[CH:10][CH:9]=[C:8]([C:12]([O:15][CH3:17])([CH3:14])[CH3:13])[CH:7]=1)[CH3:4]. (4) Given the reactants [Br:1][C:2]1[CH:3]=[C:4]2[C:9](=[CH:10][CH:11]=1)[C:8]([OH:12])=[N:7][CH:6]=[CH:5]2.[CH2:13](Br)[CH2:14][C:15]1[CH:20]=[CH:19][CH:18]=[CH:17][CH:16]=1.[OH-].[Na+], predict the reaction product. The product is: [Br:1][C:2]1[CH:3]=[C:4]2[C:9](=[CH:10][CH:11]=1)[C:8](=[O:12])[N:7]([CH2:13][CH2:14][C:15]1[CH:20]=[CH:19][CH:18]=[CH:17][CH:16]=1)[CH:6]=[CH:5]2. (5) Given the reactants [CH3:1][O:2][CH2:3][C@H:4]([O:6][C:7]1[N:12]=[C:11]([N:13]2[CH2:18][CH2:17][CH:16]([C:19]3[C:27]4[C:22](=[N:23][CH:24]=[CH:25][CH:26]=4)[NH:21][CH:20]=3)[CH2:15][CH2:14]2)[N:10]=[C:9]([C:28]([OH:30])=[O:29])[N:8]=1)[CH3:5].OS(O)(=O)=O.[CH3:36]O, predict the reaction product. The product is: [CH3:1][O:2][CH2:3][C@H:4]([O:6][C:7]1[N:12]=[C:11]([N:13]2[CH2:14][CH2:15][CH:16]([C:19]3[C:27]4[C:22](=[N:23][CH:24]=[CH:25][CH:26]=4)[NH:21][CH:20]=3)[CH2:17][CH2:18]2)[N:10]=[C:9]([C:28]([O:30][CH3:36])=[O:29])[N:8]=1)[CH3:5].